Dataset: Tox21: 12 toxicity assays (nuclear receptors and stress response pathways). Task: Binary classification across 12 toxicity assays. (1) The drug is CC(=O)[C@H]1[C@H](C#N)C[C@H]2[C@@H]3CC=C4C[C@@H](O)CC[C@]4(C)[C@H]3CC[C@@]21C. It tested positive (active) for: SR-ARE (Antioxidant Response Element (oxidative stress)). (2) It tested positive (active) for: SR-MMP (Mitochondrial Membrane Potential disruption). The molecule is O=[N+]([O-])c1cccc2ccccc12. (3) The compound is O=C1[C@H](CC[C@H](O)c2ccc(F)cc2)[C@@H](c2ccc(O)cc2)N1c1ccc(F)cc1. It tested positive (active) for: SR-MMP (Mitochondrial Membrane Potential disruption). (4) It tested positive (active) for: SR-ARE (Antioxidant Response Element (oxidative stress)). The drug is C=CC(=O)OCC[N+](C)(C)C. (5) It tested positive (active) for: NR-ER (Estrogen Receptor agonist activity), and NR-PPAR-gamma (PPAR-gamma nuclear receptor agonist). The molecule is Cc1nc(-c2ccc(Cl)cc2)oc1COC(C)(C)C(=O)O.